Task: Predict the reaction yield, written as a fraction of the theoretical maximum amount of product (1.0 means a 100% yield; for example, 0.34 means a 34% yield).. Dataset: Reaction yield outcomes from USPTO patents with 853,638 reactions (1) The yield is 0.970. The reactants are [F:1][C:2]1[C:3]([NH:12][C:13]2[CH:18]=[CH:17][C:16]([I:19])=[CH:15][C:14]=2[F:20])=[C:4]([CH:8]=[CH:9][C:10]=1[F:11])[C:5](O)=[O:6].N1C=CC=CC=1.N1C(F)=NC(F)=NC=1[F:29]. The product is [F:1][C:2]1[C:3]([NH:12][C:13]2[CH:18]=[CH:17][C:16]([I:19])=[CH:15][C:14]=2[F:20])=[C:4]([CH:8]=[CH:9][C:10]=1[F:11])[C:5]([F:29])=[O:6]. The catalyst is ClCCl.O. (2) The reactants are [Br:1][C:2]1[C:3](=[O:34])[N:4]([CH2:19][C:20]2[CH:24]=[C:23]([C:25]([OH:27])=O)[N:22](C3CCCCO3)[N:21]=2)[C:5]([CH3:18])=[CH:6][C:7]=1[O:8][CH2:9][C:10]1[CH:15]=[CH:14][C:13]([F:16])=[CH:12][C:11]=1[F:17].[CH2:35]([N:37](CC)CC)C.ClC(OCC(C)C)=O.Cl.[OH-].[Na+]. The catalyst is CN(C)C=O.O1CCCC1.O.CO. The product is [Br:1][C:2]1[C:3](=[O:34])[N:4]([CH2:19][C:20]2[CH:24]=[C:23]([C:25]([NH:37][CH3:35])=[O:27])[NH:22][N:21]=2)[C:5]([CH3:18])=[CH:6][C:7]=1[O:8][CH2:9][C:10]1[CH:15]=[CH:14][C:13]([F:16])=[CH:12][C:11]=1[F:17]. The yield is 0.850. (3) The reactants are Br[C:2]1[N:6]2[CH2:7][C:8]3([C:15]4[CH:20]=[CH:19][C:18]([O:21][CH3:22])=[CH:17][CH:16]=4)[NH:14][CH2:13][CH2:12][N:9]3[C:10](=[O:11])[C:5]2=[CH:4][CH:3]=1.C(N(CC)CC)C.[CH3:30][Si:31]([C:34]#[CH:35])([CH3:33])[CH3:32]. The catalyst is Cl[Pd](Cl)([P](C1C=CC=CC=1)(C1C=CC=CC=1)C1C=CC=CC=1)[P](C1C=CC=CC=1)(C1C=CC=CC=1)C1C=CC=CC=1.[Cu]I. The product is [CH3:22][O:21][C:18]1[CH:19]=[CH:20][C:15]([C:8]23[NH:14][CH2:13][CH2:12][N:9]2[C:10](=[O:11])[C:5]2[N:6]([C:2]([C:35]#[C:34][Si:31]([CH3:33])([CH3:32])[CH3:30])=[CH:3][CH:4]=2)[CH2:7]3)=[CH:16][CH:17]=1. The yield is 0.620. (4) The reactants are Br[C:2]1[N:10]2[C:5]([CH:6]=[N:7][C:8]([NH:11][C:12]3[CH:17]=[CH:16][C:15]([N:18]4[CH2:23][CH2:22][N:21]([CH3:24])[CH2:20][CH2:19]4)=[CH:14][CH:13]=3)=[N:9]2)=[CH:4][CH:3]=1.[CH3:25][O:26][CH2:27][C:28]1[CH:33]=[CH:32][C:31](B(O)O)=[CH:30][CH:29]=1.C1(P(C2C=CC=CC=2)C2C=CC=CC=2)C=CC=CC=1.CN(C)C=O.O1CCOCC1.C(=O)([O-])[O-].[Na+].[Na+].O. The catalyst is C([O-])(=O)C.[Pd+2].C([O-])(=O)C.C(Cl)Cl. The product is [CH3:25][O:26][CH2:27][C:28]1[CH:33]=[CH:32][C:31]([C:2]2[N:10]3[C:5]([CH:6]=[N:7][C:8]([NH:11][C:12]4[CH:17]=[CH:16][C:15]([N:18]5[CH2:19][CH2:20][N:21]([CH3:24])[CH2:22][CH2:23]5)=[CH:14][CH:13]=4)=[N:9]3)=[CH:4][CH:3]=2)=[CH:30][CH:29]=1. The yield is 0.940. (5) The reactants are [C:1]([O:5][C:6]([N:8]1[CH2:13][CH2:12][C:11](=O)[CH2:10][CH:9]1[CH2:15][C:16]1[CH:21]=[CH:20][CH:19]=[CH:18][CH:17]=1)=[O:7])([CH3:4])([CH3:3])[CH3:2].C1(C)C=CC(S([CH2:31][N+:32]#[C-])(=O)=O)=CC=1.CC(C)([O-])C.[K+].O. The catalyst is COCCOC. The product is [CH2:15]([CH:9]1[CH2:10][CH:11]([C:31]#[N:32])[CH2:12][CH2:13][N:8]1[C:6]([O:5][C:1]([CH3:4])([CH3:3])[CH3:2])=[O:7])[C:16]1[CH:21]=[CH:20][CH:19]=[CH:18][CH:17]=1. The yield is 0.760. (6) The reactants are Br[C:2]1[CH:7]=[CH:6][C:5]([CH:8]([N:15]([CH3:32])[C:16](=[O:31])[CH2:17][N:18]2[C:23]3[CH:24]=[C:25]([Cl:29])[C:26]([Cl:28])=[CH:27][C:22]=3[O:21][CH2:20][C:19]2=[O:30])[CH2:9][N:10]2[CH2:14][CH2:13][CH2:12][CH2:11]2)=[CH:4][CH:3]=1.[CH3:33][O:34][C:35]1[CH:36]=[C:37](B(O)O)[CH:38]=[CH:39][C:40]=1[O:41][CH3:42].C([O-])([O-])=O.[Na+].[Na+]. The catalyst is CN(C=O)C.C1C=CC(P(C2C=CC=CC=2)[C-]2C=CC=C2)=CC=1.C1C=CC(P(C2C=CC=CC=2)[C-]2C=CC=C2)=CC=1.Cl[Pd]Cl.[Fe+2]. The product is [CH3:33][O:34][C:35]1[CH:36]=[C:37]([C:2]2[CH:7]=[CH:6][C:5]([CH:8]([N:15]([CH3:32])[C:16](=[O:31])[CH2:17][N:18]3[C:23]4[CH:24]=[C:25]([Cl:29])[C:26]([Cl:28])=[CH:27][C:22]=4[O:21][CH2:20][C:19]3=[O:30])[CH2:9][N:10]3[CH2:11][CH2:12][CH2:13][CH2:14]3)=[CH:4][CH:3]=2)[CH:38]=[CH:39][C:40]=1[O:41][CH3:42]. The yield is 0.390. (7) The reactants are Cl[CH2:2][C:3]1[CH:4]=[CH:5][C:6]2[O:11][C:10]([F:13])([F:12])[O:9]C(F)(F)[C:7]=2[CH:16]=1.[C-:17]#[N:18].[Na+]. The catalyst is CS(C)=O. The product is [F:13][C:10]1([F:12])[O:11][C:6]2[CH:5]=[CH:4][C:3]([CH2:2][C:17]#[N:18])=[CH:16][C:7]=2[O:9]1. The yield is 0.680.